Predict the reaction yield, written as a fraction of the theoretical maximum amount of product (1.0 means a 100% yield; for example, 0.34 means a 34% yield). From a dataset of Reaction yield outcomes from USPTO patents with 853,638 reactions. (1) The reactants are [C:1]1([CH:7]([S:10][C:11]2[CH:16]=[CH:15][CH:14]=[CH:13][CH:12]=2)[CH2:8][OH:9])[CH:6]=[CH:5][CH:4]=[CH:3][CH:2]=1.[C:17](OC)(=[O:21])[C:18]([CH3:20])=[CH2:19].C([Sn](=O)CCCC)CCC.COC1C=CC(O)=CC=1. The catalyst is C1CCCCC1. The product is [C:17]([O:9][CH2:8][CH:7]([C:1]1[CH:2]=[CH:3][CH:4]=[CH:5][CH:6]=1)[S:10][C:11]1[CH:16]=[CH:15][CH:14]=[CH:13][CH:12]=1)(=[O:21])[C:18]([CH3:20])=[CH2:19]. The yield is 0.460. (2) The reactants are [CH2:1]([C:8]1[C:17]([OH:18])=[CH:16][CH:15]=[C:14]2[C:9]=1[C:10](=[O:26])[N:11]([CH2:21][CH2:22]CCO)[C:12](=[O:20])[N:13]2[CH3:19])[C:2]1[CH:7]=[CH:6][CH:5]=[CH:4][CH:3]=1.I[C:28]1[CH:33]=[CH:32][CH:31]=[C:30]([O:34][C:35]([F:38])([F:37])[F:36])[CH:29]=1.N1C=CC=CC=1[C:45](O)=[O:46]. The catalyst is CS(C)=O.CC(=O)OCC.O.[Cu]I. The product is [CH2:1]([C:8]1[C:17]([O:18][C:28]2[CH:33]=[CH:32][CH:31]=[C:30]([O:34][C:35]([F:38])([F:37])[F:36])[CH:29]=2)=[CH:16][CH:15]=[C:14]2[C:9]=1[C:10](=[O:26])[N:11]([CH2:21][CH2:22][CH2:45][OH:46])[C:12](=[O:20])[N:13]2[CH3:19])[C:2]1[CH:3]=[CH:4][CH:5]=[CH:6][CH:7]=1. The yield is 0.500.